Dataset: Forward reaction prediction with 1.9M reactions from USPTO patents (1976-2016). Task: Predict the product of the given reaction. (1) Given the reactants [N+:1](=C)=[N-].[CH:4](=[C:11]1[NH:15][C:14](=[O:16])[C:13]([N+:17]([O-:19])=[O:18])=[C:12]1O)[C:5]1[CH:10]=[CH:9][CH:8]=[CH:7][CH:6]=1.N, predict the reaction product. The product is: [NH2:1][C:12]1[C:11](=[CH:4][C:5]2[CH:10]=[CH:9][CH:8]=[CH:7][CH:6]=2)[NH:15][C:14](=[O:16])[C:13]=1[N+:17]([O-:19])=[O:18]. (2) Given the reactants [CH3:1][O:2][C:3]1[CH:10]=[CH:9][C:6]([CH:7]=O)=[CH:5][CH:4]=1.[CH3:11][C:12](=[O:18])[CH2:13][CH2:14][CH2:15][CH2:16][CH3:17], predict the reaction product. The product is: [CH3:1][O:2][C:3]1[CH:10]=[CH:9][C:6](/[CH:7]=[C:13](\[CH2:14][CH2:15][CH2:16][CH3:17])/[C:12](=[O:18])[CH3:11])=[CH:5][CH:4]=1. (3) Given the reactants [Cl:1][C:2]1[CH:11]=[CH:10][CH:9]=[C:8]2[C:3]=1[N:4]=[C:5]([C:14]1[CH:19]=[C:18]([F:20])[CH:17]=[CH:16][C:15]=1[Cl:21])[C:6]([CH:12]=[O:13])=[N:7]2.[CH2:22]1COCC1.C[Mg]Br.C(OCC)C, predict the reaction product. The product is: [Cl:1][C:2]1[CH:11]=[CH:10][CH:9]=[C:8]2[C:3]=1[N:4]=[C:5]([C:14]1[CH:19]=[C:18]([F:20])[CH:17]=[CH:16][C:15]=1[Cl:21])[C:6]([CH:12]([OH:13])[CH3:22])=[N:7]2. (4) Given the reactants [NH:1]1[C:5]2=[N:6][CH:7]=[CH:8][CH:9]=[C:4]2[CH:3]=[CH:2]1.[N:10]1([C:16]2[CH:23]=[CH:22][CH:21]=[CH:20][C:17]=2[C:18]#[N:19])[CH2:15][CH2:14][NH:13][CH2:12][CH2:11]1.[C:24]([O-])(=O)C.[Na+].C=O.[OH-].[Na+], predict the reaction product. The product is: [NH:1]1[C:5]2=[N:6][CH:7]=[CH:8][CH:9]=[C:4]2[C:3]([CH2:24][N:13]2[CH2:14][CH2:15][N:10]([C:16]3[CH:23]=[CH:22][CH:21]=[CH:20][C:17]=3[C:18]#[N:19])[CH2:11][CH2:12]2)=[CH:2]1. (5) The product is: [CH3:1][O:2][C:3](=[O:4])[NH:5][C@@H:6]([CH:7]([CH3:9])[CH3:8])[C:10]([N:12]1[C@@H:16]([CH3:17])[CH2:15][CH2:14][C@H:13]1[C:18]1[NH:22][C:21]2[C:23]3[C:28]([CH:29]=[CH:30][C:20]=2[N:19]=1)=[CH:27][C:26]1[C:31]2[C:36]([CH2:37][O:38][C:25]=1[CH:24]=3)=[CH:35][C:34]([C:39]1[NH:43][C:42]([C@@H:44]3[CH2:48][C@H:47]([CH2:49][O:50][CH3:51])[CH2:46][N:45]3[C:65](=[O:67])[C@H:64]([NH:63][C:61]([O:60][CH3:59])=[O:62])[C:68]3[CH:73]=[CH:72][CH:71]=[CH:70][CH:69]=3)=[N:41][CH:40]=1)=[CH:33][CH:32]=2)=[O:11]. Given the reactants [CH3:1][O:2][C:3]([NH:5][C@H:6]([C:10]([N:12]1[C@@H:16]([CH3:17])[CH2:15][CH2:14][C@H:13]1[C:18]1[NH:22][C:21]2[C:23]3[C:28]([CH:29]=[CH:30][C:20]=2[N:19]=1)=[CH:27][C:26]1[C:31]2[C:36]([CH2:37][O:38][C:25]=1[CH:24]=3)=[CH:35][C:34]([C:39]1[NH:43][C:42]([C@@H:44]3[CH2:48][C@H:47]([CH2:49][O:50][CH3:51])[CH2:46][N:45]3C(OC(C)(C)C)=O)=[N:41][CH:40]=1)=[CH:33][CH:32]=2)=[O:11])[CH:7]([CH3:9])[CH3:8])=[O:4].[CH3:59][O:60][C:61]([NH:63][C@H:64]([C:68]1[CH:73]=[CH:72][CH:71]=[CH:70][CH:69]=1)[C:65]([OH:67])=O)=[O:62].CCOC(C(C#N)=NOC(N1CCOCC1)=[N+](C)C)=O.F[P-](F)(F)(F)(F)F.C(N(C(C)C)CC)(C)C, predict the reaction product. (6) Given the reactants [Cl:1][C:2]1[NH:6][C:5]([C:7]([NH2:9])=[O:8])=[C:4]([C:10]2[CH:15]=[CH:14][C:13]([NH2:16])=[CH:12][CH:11]=2)[CH:3]=1.[F:17][C:18]1[CH:23]=[CH:22][C:21]([C:24]([F:27])([F:26])[F:25])=[CH:20][C:19]=1[N:28]=[C:29]=[O:30], predict the reaction product. The product is: [Cl:1][C:2]1[NH:6][C:5]([C:7]([NH2:9])=[O:8])=[C:4]([C:10]2[CH:15]=[CH:14][C:13]([NH:16][C:29]([NH:28][C:19]3[CH:20]=[C:21]([C:24]([F:25])([F:27])[F:26])[CH:22]=[CH:23][C:18]=3[F:17])=[O:30])=[CH:12][CH:11]=2)[CH:3]=1. (7) Given the reactants [NH2:1][C:2]1[N:7]=[C:6]([NH:8][C@H:9]([C:11]2[N:12]([C:28]3[CH:33]=[CH:32][CH:31]=[CH:30][CH:29]=3)[C:13](=[O:27])[C:14]3[C:19]([CH:20]=2)=[CH:18][CH:17]=[CH:16][C:15]=3[C:21]2[CH:22]=[N:23][N:24]([CH3:26])[CH:25]=2)[CH3:10])[C:5]([C:34]#[N:35])=[CH:4][N:3]=1.C(=N[OH:39])C.C1(P(C2C=CC=CC=2)C2C=CC=CC=2)C=CC=CC=1, predict the reaction product. The product is: [NH2:1][C:2]1[N:7]=[C:6]([NH:8][C@H:9]([C:11]2[N:12]([C:28]3[CH:33]=[CH:32][CH:31]=[CH:30][CH:29]=3)[C:13](=[O:27])[C:14]3[C:19]([CH:20]=2)=[CH:18][CH:17]=[CH:16][C:15]=3[C:21]2[CH:22]=[N:23][N:24]([CH3:26])[CH:25]=2)[CH3:10])[C:5]([C:34]([NH2:35])=[O:39])=[CH:4][N:3]=1. (8) Given the reactants [Cl:1][C:2]1[C:3]([CH3:28])=[CH:4][C:5]2[N:11]=[C:10]([C:12]3[CH:17]=[CH:16][CH:15]=[C:14]([C:18]4[CH:23]=[CH:22][N:21]=[C:20]([CH2:24]O)[CH:19]=4)[CH:13]=3)[CH2:9][C:8](=[O:26])[NH:7][C:6]=2[CH:27]=1.S(Cl)(Cl)=O.[Cl-].[CH2:34]([NH:38][CH3:39])[CH:35]([CH3:37])[CH3:36], predict the reaction product. The product is: [Cl:1][C:2]1[C:3]([CH3:28])=[CH:4][C:5]2[N:11]=[C:10]([C:12]3[CH:17]=[CH:16][CH:15]=[C:14]([C:18]4[CH:23]=[CH:22][N:21]=[C:20]([CH2:24][N:38]([CH2:34][CH:35]([CH3:37])[CH3:36])[CH3:39])[CH:19]=4)[CH:13]=3)[CH2:9][C:8](=[O:26])[NH:7][C:6]=2[CH:27]=1. (9) The product is: [Cl:1][C:2]1[N:7]=[C:6]([NH:25][C:21]2[CH:20]=[C:19]3[C:24](=[CH:23][CH:22]=2)[NH:16][N:17]=[CH:18]3)[C:5]([F:9])=[CH:4][N:3]=1. Given the reactants [Cl:1][C:2]1[N:7]=[C:6](Cl)[C:5]([F:9])=[CH:4][N:3]=1.C([O-])([O-])=O.[Na+].[Na+].[NH:16]1[C:24]2[C:19](=[CH:20][C:21]([NH2:25])=[CH:22][CH:23]=2)[CH:18]=[N:17]1, predict the reaction product.